Dataset: Forward reaction prediction with 1.9M reactions from USPTO patents (1976-2016). Task: Predict the product of the given reaction. (1) Given the reactants Cl.[N+:2]([C:5]1[CH:10]=[CH:9][C:8]([C:11](=[NH:14])[NH:12][NH2:13])=[CH:7][CH:6]=1)([O-:4])=[O:3].[C:15]([O:19][C:20](=[O:26])[CH2:21][CH2:22][C:23](O)=[O:24])([CH3:18])([CH3:17])[CH3:16].CN(C(ON1N=NC2C=CC=NC1=2)=[N+](C)C)C.F[P-](F)(F)(F)(F)F, predict the reaction product. The product is: [N+:2]([C:5]1[CH:6]=[CH:7][C:8]([C:11]([NH:12][NH:13][C:23](=[O:24])[CH2:22][CH2:21][C:20]([O:19][C:15]([CH3:17])([CH3:16])[CH3:18])=[O:26])=[NH:14])=[CH:9][CH:10]=1)([O-:4])=[O:3]. (2) Given the reactants [CH3:1][O:2][C:3]1[CH:4]=[C:5]([CH2:9][C:10](=[O:12])[CH3:11])[CH:6]=[CH:7][CH:8]=1.[Br:13]Br.C([O-])(O)=O.[Na+], predict the reaction product. The product is: [Br:13][CH:9]([C:5]1[CH:6]=[CH:7][CH:8]=[C:3]([O:2][CH3:1])[CH:4]=1)[C:10](=[O:12])[CH3:11]. (3) Given the reactants C(OC([N:8]1[C:13]2[CH:14]=[CH:15][CH:16]=[CH:17][C:12]=2[O:11][CH2:10][C@H:9]1[CH:18]1[CH2:23][CH2:22][CH2:21][CH2:20][CH2:19]1)=O)(C)(C)C.Cl, predict the reaction product. The product is: [CH:18]1([C@H:9]2[NH:8][C:13]3[CH:14]=[CH:15][CH:16]=[CH:17][C:12]=3[O:11][CH2:10]2)[CH2:19][CH2:20][CH2:21][CH2:22][CH2:23]1. (4) The product is: [C:1]([O:4][CH2:5][CH:6]([OH:23])[C@@H:7]([NH:15][C:16]([O:18][C:19]([CH3:22])([CH3:21])[CH3:20])=[O:17])[CH2:8][C:9]1[CH:10]=[CH:11][CH:12]=[CH:13][CH:14]=1)(=[O:3])[CH3:2]. Given the reactants [C:1]([O:4][CH:5](SC)[C:6](=[O:23])[C@@H:7]([NH:15][C:16]([O:18][C:19]([CH3:22])([CH3:21])[CH3:20])=[O:17])[CH2:8][C:9]1[CH:14]=[CH:13][CH:12]=[CH:11][CH:10]=1)(=[O:3])[CH3:2].[BH4-].[Na+].Cl, predict the reaction product. (5) Given the reactants FC1C=CC(C2C=C(CO)C=NC=2OC)=CC=1.Cl[CH2:19][C:20]1[CH:21]=[C:22]([C:28]2[CH:33]=[CH:32][C:31]([F:34])=[C:30]([F:35])[CH:29]=2)[C:23]([O:26][CH3:27])=[N:24][CH:25]=1.[CH2:36]([O:38][C:39](=[O:50])[CH2:40][C:41]1[CH:46]=[CH:45][C:44](B(O)O)=[CH:43][CH:42]=1)[CH3:37], predict the reaction product. The product is: [F:35][C:30]1[CH:29]=[C:28]([C:22]2[CH:21]=[C:20]([CH2:19][C:44]3[CH:45]=[CH:46][C:41]([CH2:40][C:39]([O:38][CH2:36][CH3:37])=[O:50])=[CH:42][CH:43]=3)[CH:25]=[N:24][C:23]=2[O:26][CH3:27])[CH:33]=[CH:32][C:31]=1[F:34]. (6) The product is: [Br:15][C:7]1[S:6][C:5]2[C:3](=[O:4])[N:12]([C:14]3[CH:22]=[CH:21][C:20]([N:23]4[CH2:27][CH2:26][C@@H:25]([N:28]([CH3:30])[CH3:29])[CH2:24]4)=[CH:19][CH:18]=3)[CH:11]=[N:10][C:9]=2[CH:8]=1. Given the reactants CO[C:3]([C:5]1[S:6][C:7]([Br:15])=[CH:8][C:9]=1[N:10]=[CH:11][N:12]([CH3:14])C)=[O:4].NC1[CH:22]=[CH:21][C:20]([N:23]2[CH2:27][CH2:26][C@@H:25]([N:28]([CH3:30])[CH3:29])[CH2:24]2)=[CH:19][CH:18]=1, predict the reaction product. (7) Given the reactants Cl[C:2]1[C:7]2[CH:8]=[C:9]([S:11]([O-:13])=[O:12])[S:10][C:6]=2[CH:5]=[CH:4][N:3]=1.[Li+].[F:15][C:16]([F:30])([F:29])[C:17]1[CH:24]=[CH:23][C:22]([C:25]([F:28])([F:27])[F:26])=[CH:21][C:18]=1[CH2:19]Br.[C:31]([O:35][C:36]([N:38]1[CH2:43][CH2:42][NH:41][CH2:40][CH2:39]1)=[O:37])([CH3:34])([CH3:33])[CH3:32], predict the reaction product. The product is: [C:31]([O:35][C:36]([N:38]1[CH2:43][CH2:42][N:41]([C:2]2[C:7]3[CH:8]=[C:9]([S:11]([CH2:19][C:18]4[CH:21]=[C:22]([C:25]([F:28])([F:27])[F:26])[CH:23]=[CH:24][C:17]=4[C:16]([F:30])([F:29])[F:15])(=[O:13])=[O:12])[S:10][C:6]=3[CH:5]=[CH:4][N:3]=2)[CH2:40][CH2:39]1)=[O:37])([CH3:34])([CH3:32])[CH3:33].